Dataset: Peptide-MHC class II binding affinity with 134,281 pairs from IEDB. Task: Regression. Given a peptide amino acid sequence and an MHC pseudo amino acid sequence, predict their binding affinity value. This is MHC class II binding data. (1) The binding affinity (normalized) is 0. The MHC is DRB1_0404 with pseudo-sequence DRB1_0404. The peptide sequence is PCREQDELIGRGRVS. (2) The binding affinity (normalized) is 0.299. The peptide sequence is ESSFVMMSAPPAEYK. The MHC is DRB1_0701 with pseudo-sequence DRB1_0701. (3) The peptide sequence is LTWHMHKLVEVPFPV. The MHC is DRB1_0101 with pseudo-sequence DRB1_0101. The binding affinity (normalized) is 0.347. (4) The peptide sequence is EKKYFAATQFEPLYA. The MHC is HLA-DQA10401-DQB10402 with pseudo-sequence HLA-DQA10401-DQB10402. The binding affinity (normalized) is 0.493.